From a dataset of Reaction yield outcomes from USPTO patents with 853,638 reactions. Predict the reaction yield, written as a fraction of the theoretical maximum amount of product (1.0 means a 100% yield; for example, 0.34 means a 34% yield). (1) The reactants are [Cl:1][C:2]1[C:7]([Cl:8])=[CH:6][N:5]=[C:4]([NH2:9])[CH:3]=1.[C:10](N1C=CC=CC1=O)(N1C=CC=CC1=O)=[S:11]. The catalyst is ClCCl. The product is [Cl:1][C:2]1[C:7]([Cl:8])=[CH:6][N:5]=[C:4]([N:9]=[C:10]=[S:11])[CH:3]=1. The yield is 0.830. (2) The product is [C:1]([O:5][C:6](=[O:22])[N:7]([CH2:11][CH2:12][C:13]1[CH:18]=[CH:17][C:16]([Cl:19])=[C:15]([CH:20]=[O:21])[CH:14]=1)[CH:8]1[CH2:9][CH2:10]1)([CH3:4])([CH3:2])[CH3:3]. The yield is 1.00. The catalyst is CC#N.O=[Mn]=O. The reactants are [C:1]([O:5][C:6](=[O:22])[N:7]([CH2:11][CH2:12][C:13]1[CH:18]=[CH:17][C:16]([Cl:19])=[C:15]([CH2:20][OH:21])[CH:14]=1)[CH:8]1[CH2:10][CH2:9]1)([CH3:4])([CH3:3])[CH3:2]. (3) The reactants are COP([CH2:7][C:8](=[O:16])[C:9]([F:15])([F:14])[CH2:10][CH2:11][CH2:12][CH3:13])(=O)OC.O.[OH-].[Li+].[C:20]([O:23][C@@H:24]1[C@H:28]([CH2:29][CH2:30][CH2:31][CH2:32][CH2:33][CH2:34][C:35]([O:37][CH3:38])=[O:36])[C@@H:27]([CH:39]=O)[C@H:26]([O:41][CH:42]2[CH2:47][CH2:46][CH2:45][CH2:44][O:43]2)[CH2:25]1)(=[O:22])[CH3:21].O. The catalyst is O1CCCC1. The product is [C:20]([O:23][C@@H:24]1[C@H:28]([CH2:29][CH2:30][CH2:31][CH2:32][CH2:33][CH2:34][C:35]([O:37][CH3:38])=[O:36])[C@@H:27](/[CH:39]=[CH:7]/[C:8](=[O:16])[C:9]([F:14])([F:15])[CH2:10][CH2:11][CH2:12][CH3:13])[C@H:26]([O:41][CH:42]2[CH2:47][CH2:46][CH2:45][CH2:44][O:43]2)[CH2:25]1)(=[O:22])[CH3:21]. The yield is 0.558. (4) The reactants are Br[C:2]1[C:10]2[N:9]3[C@H:11]([CH3:16])[CH2:12][NH:13][C:14](=[O:15])[C:8]3=[CH:7][C:6]=2[CH:5]=[CH:4][CH:3]=1.[C:17]1(B(O)O)[CH:22]=[CH:21][CH:20]=[CH:19][CH:18]=1.C(=O)([O-])[O-].[Na+].[Na+].C1(P(C2C=CC=CC=2)C2C=CC=CC=2)C=CC=CC=1. The catalyst is COCCOC.C([O-])(=O)C.[Pd+2].C([O-])(=O)C.O. The product is [CH3:16][C@H:11]1[N:9]2[C:10]3[C:2]([C:17]4[CH:22]=[CH:21][CH:20]=[CH:19][CH:18]=4)=[CH:3][CH:4]=[CH:5][C:6]=3[CH:7]=[C:8]2[C:14](=[O:15])[NH:13][CH2:12]1. The yield is 0.870.